This data is from Catalyst prediction with 721,799 reactions and 888 catalyst types from USPTO. The task is: Predict which catalyst facilitates the given reaction. (1) Reactant: [CH3:1][CH:2]([N:4]1[C:12]2[CH:11]=[C:10]([N+:13]([O-])=O)[CH:9]=[C:8]([C:16]([O:18][CH3:19])=[O:17])[C:7]=2[CH:6]=[N:5]1)[CH3:3]. Product: [NH2:13][C:10]1[CH:9]=[C:8]([C:16]([O:18][CH3:19])=[O:17])[C:7]2[CH:6]=[N:5][N:4]([CH:2]([CH3:1])[CH3:3])[C:12]=2[CH:11]=1. The catalyst class is: 29. (2) Reactant: [NH2:1][C:2]1[N:3]=[N:4][C:5]([Cl:10])=[CH:6][C:7]=1[O:8][CH3:9].[Cl:11][C:12]1[S:16][C:15]([S:17](Cl)(=[O:19])=[O:18])=[CH:14][CH:13]=1.[H-].[Na+]. The catalyst class is: 57. Product: [Cl:11][C:12]1[S:16][C:15]([S:17]([NH:1][C:2]2[N:3]=[N:4][C:5]([Cl:10])=[CH:6][C:7]=2[O:8][CH3:9])(=[O:19])=[O:18])=[CH:14][CH:13]=1. (3) Reactant: [CH2:1]([C:3]1[O:4][C:5]([C:20]2[CH:25]=[CH:24][C:23]([C:26]([F:29])([F:28])[F:27])=[CH:22][CH:21]=2)=[CH:6][C:7]=1[CH2:8][O:9][C:10]1[CH:19]=[CH:18][C:13]([C:14]([O:16]C)=[O:15])=[CH:12][CH:11]=1)[CH3:2].[OH-].[Na+].O.Cl. Product: [CH2:1]([C:3]1[O:4][C:5]([C:20]2[CH:21]=[CH:22][C:23]([C:26]([F:29])([F:27])[F:28])=[CH:24][CH:25]=2)=[CH:6][C:7]=1[CH2:8][O:9][C:10]1[CH:11]=[CH:12][C:13]([C:14]([OH:16])=[O:15])=[CH:18][CH:19]=1)[CH3:2]. The catalyst class is: 111. (4) Reactant: [C:1]([C:5]1[CH:9]=[C:8]([NH:10][C:11]([NH:13][C:14]2[C:23]3[C:18](=[CH:19][CH:20]=[CH:21][CH:22]=3)[CH:17]=[CH:16][CH:15]=2)=[O:12])[N:7]([C:24]2[CH:25]=[C:26]([CH2:30][C:31](O)=[O:32])[CH:27]=[CH:28][CH:29]=2)[N:6]=1)([CH3:4])([CH3:3])[CH3:2].[NH2:34][CH2:35][CH2:36][OH:37].CCN(CC)CC. Product: [C:1]([C:5]1[CH:9]=[C:8]([NH:10][C:11]([NH:13][C:14]2[C:23]3[C:18](=[CH:19][CH:20]=[CH:21][CH:22]=3)[CH:17]=[CH:16][CH:15]=2)=[O:12])[N:7]([C:24]2[CH:25]=[C:26]([CH2:30][C:31]([NH:34][CH2:35][CH2:36][OH:37])=[O:32])[CH:27]=[CH:28][CH:29]=2)[N:6]=1)([CH3:3])([CH3:2])[CH3:4]. The catalyst class is: 1. (5) Reactant: [CH2:1]([C:3]([C:21]1[CH:26]=[CH:25][C:24]([OH:27])=[C:23]([CH3:28])[CH:22]=1)([C:6]1[CH:11]=[CH:10][C:9]([C:12]#[C:13][CH:14]([OH:19])[C:15]([CH3:18])([CH3:17])[CH3:16])=[C:8]([CH3:20])[CH:7]=1)[CH2:4][CH3:5])[CH3:2]. Product: [CH2:1]([C:3]([C:21]1[CH:26]=[CH:25][C:24]([OH:27])=[C:23]([CH3:28])[CH:22]=1)([C:6]1[CH:11]=[CH:10][C:9]([CH2:12][CH2:13][CH:14]([OH:19])[C:15]([CH3:17])([CH3:18])[CH3:16])=[C:8]([CH3:20])[CH:7]=1)[CH2:4][CH3:5])[CH3:2]. The catalyst class is: 78. (6) Reactant: [CH2:1]([O:3][C:4](=[O:14])[CH:5]([C:9]([CH:11]1[CH2:13][CH2:12]1)=O)[C:6](=O)[CH3:7])[CH3:2].[F:15][C:16]([F:27])([F:26])[O:17][C:18]1[CH:19]=[C:20]([NH:24][NH2:25])[CH:21]=[CH:22][CH:23]=1. Product: [CH2:1]([O:3][C:4]([C:5]1[C:6]([CH3:7])=[N:25][N:24]([C:20]2[CH:21]=[CH:22][CH:23]=[C:18]([O:17][C:16]([F:15])([F:27])[F:26])[CH:19]=2)[C:9]=1[CH:11]1[CH2:13][CH2:12]1)=[O:14])[CH3:2]. The catalyst class is: 15. (7) Reactant: Br[CH2:2][CH2:3][O:4][C:5](=[O:7])[CH3:6].C(=O)([O-])[O-].[K+].[K+].[NH:14]1[CH2:19][CH2:18][O:17][CH2:16][CH2:15]1. Product: [CH2:3]([O:4][C:5](=[O:7])[CH2:6][N:14]1[CH2:19][CH2:18][O:17][CH2:16][CH2:15]1)[CH3:2]. The catalyst class is: 7.